This data is from Full USPTO retrosynthesis dataset with 1.9M reactions from patents (1976-2016). The task is: Predict the reactants needed to synthesize the given product. Given the product [N:3]1([C:9]2[CH:14]=[CH:13][C:12]([C:15]3[N:19]([C:20]4[CH:21]=[CH:22][C:23]([S:26]([CH3:29])(=[O:27])=[O:28])=[CH:24][CH:25]=4)[N:18]=[C:17]([C:30]([F:32])([F:31])[F:33])[CH:16]=3)=[CH:11][CH:10]=2)[CH:7]=[CH:6][N:5]=[CH:4]1, predict the reactants needed to synthesize it. The reactants are: [H-].[Na+].[NH:3]1[CH:7]=[CH:6][N:5]=[CH:4]1.Br[C:9]1[CH:14]=[CH:13][C:12]([C:15]2[N:19]([C:20]3[CH:25]=[CH:24][C:23]([S:26]([CH3:29])(=[O:28])=[O:27])=[CH:22][CH:21]=3)[N:18]=[C:17]([C:30]([F:33])([F:32])[F:31])[CH:16]=2)=[CH:11][CH:10]=1.O.